From a dataset of Full USPTO retrosynthesis dataset with 1.9M reactions from patents (1976-2016). Predict the reactants needed to synthesize the given product. (1) Given the product [C:14]1([S:20]([NH:1][C:2]2[CH:11]=[C:10]3[C:5]([CH2:6][CH2:7][CH:8]([CH2:12][O:13][S:20]([C:14]4[CH:19]=[CH:18][CH:17]=[CH:16][CH:15]=4)(=[O:21])=[O:24])[O:9]3)=[CH:4][CH:3]=2)(=[O:22])=[O:21])[CH:19]=[CH:18][CH:17]=[CH:16][CH:15]=1, predict the reactants needed to synthesize it. The reactants are: [NH2:1][C:2]1[CH:11]=[C:10]2[C:5]([CH2:6][CH2:7][CH:8]([CH2:12][OH:13])[O:9]2)=[CH:4][CH:3]=1.[C:14]1([S:20](Cl)(=[O:22])=[O:21])[CH:19]=[CH:18][CH:17]=[CH:16][CH:15]=1.[OH2:24]. (2) Given the product [CH2:24]([C:10]1[CH:9]=[CH:8][C:7]([Cl:11])=[C:6]([C:12]2[CH:17]=[CH:16][CH:15]=[CH:14][C:13]=2[Cl:18])[C:5]=1[OH:4])[CH:19]=[CH2:20], predict the reactants needed to synthesize it. The reactants are: C([O:4][C:5]1[CH:10]=[CH:9][CH:8]=[C:7]([Cl:11])[C:6]=1[C:12]1[CH:17]=[CH:16][CH:15]=[CH:14][C:13]=1[Cl:18])C=C.[C:19]1(C)[CH:24]=C(C)C=C(C)[CH:20]=1. (3) Given the product [Cl:17][C:18]1[CH:26]=[CH:25][C:24]2[C:20](=[CH:21][N:22]([CH3:27])[N:23]=2)[C:19]=1/[CH:28]=[CH:11]/[C:12]([O:14][CH2:15][CH3:16])=[O:13], predict the reactants needed to synthesize it. The reactants are: [H-].[Na+].C(OP([CH2:11][C:12]([O:14][CH2:15][CH3:16])=[O:13])(OCC)=O)C.[Cl:17][C:18]1[CH:26]=[CH:25][C:24]2[C:20](=[CH:21][N:22]([CH3:27])[N:23]=2)[C:19]=1[CH:28]=O.O. (4) Given the product [OH:16][C:17]12[CH2:26][CH:21]3[CH2:22][CH:23]([CH2:25][C:19]([CH2:27][C:28]([NH:1][N:2]4[N:11]=[C:10]([CH:12]([CH3:13])[CH3:14])[C:9]5[C:4](=[CH:5][CH:6]=[CH:7][CH:8]=5)[C:3]4=[O:15])=[O:29])([CH2:20]3)[CH2:18]1)[CH2:24]2, predict the reactants needed to synthesize it. The reactants are: [NH2:1][N:2]1[N:11]=[C:10]([CH:12]([CH3:14])[CH3:13])[C:9]2[C:4](=[CH:5][CH:6]=[CH:7][CH:8]=2)[C:3]1=[O:15].[OH:16][C:17]12[CH2:26][CH:21]3[CH2:22][CH:23]([CH2:25][C:19]([CH2:27][C:28](O)=[O:29])([CH2:20]3)[CH2:18]1)[CH2:24]2.